Dataset: Forward reaction prediction with 1.9M reactions from USPTO patents (1976-2016). Task: Predict the product of the given reaction. (1) Given the reactants NC(N)=O.C[O:6][C:7](=[O:24])[CH2:8][C:9]1[C:10]([CH3:23])=[N:11][N:12]([CH2:15][C:16]2[CH:21]=[CH:20][C:19]([NH2:22])=[CH:18][CH:17]=2)[C:13]=1[CH3:14].[CH2:25]([N:32]=[C:33]=[O:34])[C:26]1[CH:31]=[CH:30][CH:29]=[CH:28][CH:27]=1, predict the reaction product. The product is: [CH2:25]([NH:32][C:33](=[O:34])[NH:22][C:19]1[CH:20]=[CH:21][C:16]([CH2:15][N:12]2[C:13]([CH3:14])=[C:9]([CH2:8][C:7]([OH:6])=[O:24])[C:10]([CH3:23])=[N:11]2)=[CH:17][CH:18]=1)[C:26]1[CH:31]=[CH:30][CH:29]=[CH:28][CH:27]=1. (2) Given the reactants [CH3:1][C:2]1[CH:7]=[C:6]([CH3:8])[NH:5][C:4](=[O:9])[C:3]=1[CH2:10][NH:11][C:12](=[O:37])[C:13]1[CH:18]=[C:17]([C:19]2[CH:20]=[N:21][C:22]([CH2:25]O)=[CH:23][CH:24]=2)[CH:16]=[C:15]([N:27]([CH2:34][CH3:35])[CH:28]2[CH2:33][CH2:32][O:31][CH2:30][CH2:29]2)[C:14]=1[CH3:36].CS(Cl)(=O)=O.CC[N:45]([CH:49]([CH3:51])C)[CH:46]([CH3:48])C.N1CCCC1, predict the reaction product. The product is: [CH3:1][C:2]1[CH:7]=[C:6]([CH3:8])[NH:5][C:4](=[O:9])[C:3]=1[CH2:10][NH:11][C:12](=[O:37])[C:13]1[CH:18]=[C:17]([C:19]2[CH:20]=[N:21][C:22]([CH2:25][N:45]3[CH2:46][CH2:48][CH2:51][CH2:49]3)=[CH:23][CH:24]=2)[CH:16]=[C:15]([N:27]([CH2:34][CH3:35])[CH:28]2[CH2:29][CH2:30][O:31][CH2:32][CH2:33]2)[C:14]=1[CH3:36].